This data is from CYP3A4 inhibition data for predicting drug metabolism from PubChem BioAssay. The task is: Regression/Classification. Given a drug SMILES string, predict its absorption, distribution, metabolism, or excretion properties. Task type varies by dataset: regression for continuous measurements (e.g., permeability, clearance, half-life) or binary classification for categorical outcomes (e.g., BBB penetration, CYP inhibition). Dataset: cyp3a4_veith. (1) The drug is O=C(O)c1c[nH]c(=S)n1-c1ccc(F)cc1. The result is 0 (non-inhibitor). (2) The drug is COC(=O)[C@@]1(Cc2ccc(F)cc2)[C@H]2c3cc(C(=O)N(C)C)n(CCc4ccccn4)c3C[C@H]2CN1C(=O)c1ccccc1. The result is 1 (inhibitor). (3) The compound is CN(C)c1ncc2nc(-c3ccc(F)cc3)c(=O)n(C)c2n1. The result is 0 (non-inhibitor). (4) The compound is Cc1[nH]c2ccccc2c1CCNC(=O)c1ccc2c(c1[N+](=O)[O-])C(=O)c1ccccc1C2=O. The result is 1 (inhibitor). (5) The drug is CC(C)c1ccc(/C(C(=O)O)=C(\O)C(=O)O)cc1. The result is 0 (non-inhibitor). (6) The compound is COc1ccc(-n2c(=O)c(CCc3ccccc3)nc3cnc(N4CCOCC4)nc32)cc1. The result is 1 (inhibitor). (7) The compound is CC(C)N1CCC(=NNC(=O)c2ccc(Br)o2)CC1. The result is 1 (inhibitor). (8) The compound is CC(=O)Nc1cccc(C(=O)OCc2ccc(C(=O)Oc3ccc(Cl)cc3)cc2)c1. The result is 0 (non-inhibitor). (9) The molecule is CC(C)OC(=O)C1=C2SCC(=O)N2C(N)=C(C#N)C1. The result is 0 (non-inhibitor).